From a dataset of Catalyst prediction with 721,799 reactions and 888 catalyst types from USPTO. Predict which catalyst facilitates the given reaction. (1) Reactant: [CH:1]1([CH2:4][O:5][Si](C)(C)C)[CH2:3][CH2:2]1.C([SiH](CC)CC)C.[NH2:17][C:18]1[O:19][CH2:20][C:21]2([N:37]=1)[CH:34]1[CH:29]([CH2:30][CH2:31][C:32](=O)[CH2:33]1)[O:28][C:27]1[C:22]2=[CH:23][C:24]([Br:36])=[CH:25][CH:26]=1.FC(F)(F)S(O[Si](C(C)(C)C)(C)C)(=O)=O. Product: [Br:36][C:24]1[CH:23]=[C:22]2[C:27]([O:28][C@@H:29]3[C@@H:34]([C:21]42[CH2:20][O:19][C:18]([NH2:17])=[N:37]4)[CH2:33][CH:32]([O:5][CH2:4][CH:1]2[CH2:3][CH2:2]2)[CH2:31][CH2:30]3)=[CH:26][CH:25]=1. The catalyst class is: 10. (2) Reactant: [CH3:1][N:2]([CH3:15])[C:3]1[CH:8]=[CH:7][C:6]([O:9][CH3:10])=[CH:5][C:4]=1[NH:11][C:12](=O)[CH3:13].CO. Product: [CH3:15][N:2]([CH3:1])[C:3]1[CH:8]=[CH:7][C:6]([O:9][CH3:10])=[CH:5][C:4]=1[NH:11][CH2:12][CH3:13]. The catalyst class is: 1. (3) Product: [CH2:21]([O:20][C:18]([N:28]1[CH2:33][CH2:32][N:31]([C:2]2[CH:15]=[CH:14][CH:13]=[C:12]([O:16][CH3:17])[C:3]=2[CH2:4][CH:5]2[CH2:9][O:8][C:7]([CH3:11])([CH3:10])[O:6]2)[CH2:30][CH2:29]1)=[O:19])[C:22]1[CH:27]=[CH:26][CH:25]=[CH:24][CH:23]=1. Reactant: Br[C:2]1[CH:15]=[CH:14][CH:13]=[C:12]([O:16][CH3:17])[C:3]=1[CH2:4][CH:5]1[CH2:9][O:8][C:7]([CH3:11])([CH3:10])[O:6]1.[C:18]([N:28]1[CH2:33][CH2:32][NH:31][CH2:30][CH2:29]1)([O:20][CH2:21][C:22]1[CH:27]=[CH:26][CH:25]=[CH:24][CH:23]=1)=[O:19].CC(C)([O-])C.[Na+]. The catalyst class is: 101. (4) Reactant: [CH2:1]([N:3]1[C:21]2[C:12]3=[CH:13][C:14]4[CH:15]=[CH:16][N:17]([CH3:20])[C:18]=4[CH:19]=[C:11]3[CH:10]=[CH:9][CH2:8][C:7]=2[C:6]([OH:22])=[C:5]([C:23]([O:25]C)=[O:24])[C:4]1=[O:27])[CH3:2].[Li+].[I-].Cl. Product: [CH2:1]([N:3]1[C:21]2[C:12]3=[CH:13][C:14]4[CH:15]=[CH:16][N:17]([CH3:20])[C:18]=4[CH:19]=[C:11]3[CH:10]=[CH:9][CH2:8][C:7]=2[C:6]([OH:22])=[C:5]([C:23]([OH:25])=[O:24])[C:4]1=[O:27])[CH3:2]. The catalyst class is: 161. (5) Reactant: Cl[CH2:2][C:3]([NH:5][CH2:6][CH2:7][C:8]1[CH:13]=[CH:12][CH:11]=[CH:10][CH:9]=1)=[O:4].[CH2:14]([NH:21][CH2:22][CH:23]([O:26][CH3:27])[O:24][CH3:25])[C:15]1[CH:20]=[CH:19][CH:18]=[CH:17][CH:16]=1. Product: [CH3:27][O:26][CH:23]([O:24][CH3:25])[CH2:22][N:21]([CH2:14][C:15]1[CH:20]=[CH:19][CH:18]=[CH:17][CH:16]=1)[CH2:2][C:3]([NH:5][CH2:6][CH2:7][C:8]1[CH:13]=[CH:12][CH:11]=[CH:10][CH:9]=1)=[O:4]. The catalyst class is: 6.